Dataset: Reaction yield outcomes from USPTO patents with 853,638 reactions. Task: Predict the reaction yield, written as a fraction of the theoretical maximum amount of product (1.0 means a 100% yield; for example, 0.34 means a 34% yield). The yield is 0.880. The catalyst is [Cu]I.CN(C=O)C. The product is [N+:1]([C:4]1[CH:12]=[C:11]2[C:7]([C:8]([C:13]3[CH:14]=[CH:15][C:16]([C:17]#[N:18])=[CH:19][CH:20]=3)=[CH:9][N:10]2[C:30]2[CH:31]=[N:32][CH:33]=[CH:34][CH:35]=2)=[CH:6][CH:5]=1)([O-:3])=[O:2]. The reactants are [N+:1]([C:4]1[CH:12]=[C:11]2[C:7]([C:8]([C:13]3[CH:20]=[CH:19][C:16]([C:17]#[N:18])=[CH:15][CH:14]=3)=[CH:9][NH:10]2)=[CH:6][CH:5]=1)([O-:3])=[O:2].[O-]P([O-])([O-])=O.[K+].[K+].[K+].Br[C:30]1[CH:31]=[N:32][CH:33]=[CH:34][CH:35]=1.CN[C@@H]1CCCC[C@H]1NC.